From a dataset of Reaction yield outcomes from USPTO patents with 853,638 reactions. Predict the reaction yield, written as a fraction of the theoretical maximum amount of product (1.0 means a 100% yield; for example, 0.34 means a 34% yield). The reactants are [Br:1][C:2]1[CH:10]=[CH:9][CH:8]=[C:7]2[C:3]=1[C:4]1([C:19]3[CH:20]=[C:21]([F:25])[C:22]([F:24])=[CH:23][C:18]=3[O:17][CH2:16]1)[C:5](=[O:15])[N:6]2[CH2:11][C:12]([OH:14])=O.C(Cl)(=O)C(Cl)=O.[F:32][C:33]1[CH:39]=[CH:38][CH:37]=[CH:36][C:34]=1[NH2:35].ClCCl. The catalyst is C1(C)C=CC=CC=1.CN(C=O)C. The product is [Br:1][C:2]1[CH:10]=[CH:9][CH:8]=[C:7]2[C:3]=1[C:4]1([C:19]3[CH:20]=[C:21]([F:25])[C:22]([F:24])=[CH:23][C:18]=3[O:17][CH2:16]1)[C:5](=[O:15])[N:6]2[CH2:11][C:12]([NH:35][C:34]1[CH:36]=[CH:37][CH:38]=[CH:39][C:33]=1[F:32])=[O:14]. The yield is 0.760.